From a dataset of Catalyst prediction with 721,799 reactions and 888 catalyst types from USPTO. Predict which catalyst facilitates the given reaction. (1) Reactant: C(OC1C=CC(N2C3C(=CC=CC=3)C=C2CCO)=CC=1)C1C=CC=CC=1.C(OC1C=CC([N:41]2[C:49]3[C:44](=[CH:45][CH:46]=[CH:47][CH:48]=3)[CH:43]=[C:42]2[CH2:50][CH2:51][O:52][Si:53]([C:56]([CH3:59])([CH3:58])[CH3:57])([CH3:55])[CH3:54])=CC=1)C1C=CC=CC=1.[F-].C([N+](CCCC)(CCCC)CCCC)CCC. Product: [Si:53]([O:52][CH2:51][CH2:50][C:42]#[C:43][C:44]1[CH:45]=[CH:46][CH:47]=[CH:48][C:49]=1[NH2:41])([C:56]([CH3:58])([CH3:59])[CH3:57])([CH3:55])[CH3:54]. The catalyst class is: 7. (2) Reactant: C(Cl)C[Cl:3].Cl.[O:6]=[C:7]1[NH:13][C:12]2[N:14]=[CH:15][C:16]([CH:18]=[CH:19][C:20]([OH:22])=O)=[CH:17][C:11]=2[CH2:10][O:9][CH2:8]1.C1C=CC2N(O)N=NC=2C=1.[CH3:33][NH:34][CH2:35][C:36]1[N:37]([CH3:45])[C:38]2[C:43]([CH:44]=1)=[CH:42][CH:41]=[CH:40][CH:39]=2.C(N(C(C)C)C(C)C)C. Product: [ClH:3].[CH3:33][N:34]([CH2:35][C:36]1[N:37]([CH3:45])[C:38]2[C:43]([CH:44]=1)=[CH:42][CH:41]=[CH:40][CH:39]=2)[C:20](=[O:22])[CH:19]=[CH:18][C:16]1[CH:15]=[N:14][C:12]2[NH:13][C:7](=[O:6])[CH2:8][O:9][CH2:10][C:11]=2[CH:17]=1. The catalyst class is: 18. (3) The catalyst class is: 15. Product: [CH3:1][N:2]1[C:6]2[CH:7]=[CH:8][C:9]([N:11]3[CH:16]=[C:15]([C:17]([OH:19])=[O:18])[C:14](=[O:21])[N:13]([CH:22]4[C:31]5[C:26](=[C:27]([C:32]([F:35])([F:34])[F:33])[CH:28]=[CH:29][CH:30]=5)[CH2:25][CH2:24][CH2:23]4)[C:12]3=[O:36])=[CH:10][C:5]=2[O:4][C:3]1=[O:37]. Reactant: [CH3:1][N:2]1[C:6]2[CH:7]=[CH:8][C:9]([N:11]3[CH:16]=[C:15]([C:17]([O:19]C)=[O:18])[C:14](=[O:21])[N:13]([CH:22]4[C:31]5[C:26](=[C:27]([C:32]([F:35])([F:34])[F:33])[CH:28]=[CH:29][CH:30]=5)[CH2:25][CH2:24][CH2:23]4)[C:12]3=[O:36])=[CH:10][C:5]=2[O:4][C:3]1=[O:37].Cl. (4) Reactant: C(Cl)Cl.[O:4]1[C:8]2[CH:9]=[CH:10][CH:11]=[CH:12][C:7]=2[CH:6]=[C:5]1[C:13]1([C:16]2[CH:24]=[C:23]([O:25][CH3:26])[CH:22]=[CH:21][C:17]=2[C:18](O)=[O:19])[CH2:15][CH2:14]1.FC(F)(F)C(OC(=O)C(F)(F)F)=O. The catalyst class is: 6. Product: [CH3:26][O:25][C:23]1[CH:22]=[CH:21][C:17]2[C:18](=[O:19])[C:6]3[C:7]4[CH:12]=[CH:11][CH:10]=[CH:9][C:8]=4[O:4][C:5]=3[C:13]3([C:16]=2[CH:24]=1)[CH2:15][CH2:14]3. (5) Reactant: [CH:1]1([CH:7]([NH:22][C:23]2[CH:28]=[CH:27][C:26]([C:29]([NH:31][CH2:32][CH2:33][C:34]([O:36][CH2:37][CH3:38])=[O:35])=[O:30])=[CH:25][CH:24]=2)[C:8]2[CH:12]=[C:11]([C:13]3[CH:18]=[CH:17][CH:16]=[CH:15][CH:14]=3)[O:10][C:9]=2[CH2:19][S:20][CH3:21])[CH2:6][CH2:5][CH2:4][CH2:3][CH2:2]1.[OH:39]OS([O-])=O.[K+]. Product: [CH:1]1([CH:7]([NH:22][C:23]2[CH:24]=[CH:25][C:26]([C:29]([NH:31][CH2:32][CH2:33][C:34]([O:36][CH2:37][CH3:38])=[O:35])=[O:30])=[CH:27][CH:28]=2)[C:8]2[CH:12]=[C:11]([C:13]3[CH:14]=[CH:15][CH:16]=[CH:17][CH:18]=3)[O:10][C:9]=2[CH2:19][S:20]([CH3:21])=[O:39])[CH2:6][CH2:5][CH2:4][CH2:3][CH2:2]1. The catalyst class is: 24.